This data is from Reaction yield outcomes from USPTO patents with 853,638 reactions. The task is: Predict the reaction yield, written as a fraction of the theoretical maximum amount of product (1.0 means a 100% yield; for example, 0.34 means a 34% yield). (1) The reactants are Br[C:2]1[CH:3]=[C:4]([C:15]([O:17]C)=[O:16])[C:5]2[C:6]([CH3:14])=[CH:7][N:8]([CH:11]([CH3:13])[CH3:12])[C:9]=2[CH:10]=1.[CH3:19][O-:20].[Na+].CO.Cl. The catalyst is O.CCOC(C)=O.[Cu]I.CN1C(=O)CCC1. The product is [CH3:14][C:6]1[C:5]2[C:4]([C:15]([OH:17])=[O:16])=[CH:3][C:2]([O:20][CH3:19])=[CH:10][C:9]=2[N:8]([CH:11]([CH3:12])[CH3:13])[CH:7]=1. The yield is 0.800. (2) The reactants are [C:1]1([C:7]2([C:10]([OH:12])=O)[CH2:9][CH2:8]2)[CH:6]=[CH:5][CH:4]=[CH:3][CH:2]=1.Cl.[CH3:14][C:15]1[C:19]([CH2:20][N:21]2[CH:25]=[C:24]([NH2:26])[CH:23]=[N:22]2)=[C:18]([CH3:27])[O:17][N:16]=1. No catalyst specified. The product is [CH3:14][C:15]1[C:19]([CH2:20][N:21]2[CH:25]=[C:24]([NH:26][C:10]([C:7]3([C:1]4[CH:2]=[CH:3][CH:4]=[CH:5][CH:6]=4)[CH2:8][CH2:9]3)=[O:12])[CH:23]=[N:22]2)=[C:18]([CH3:27])[O:17][N:16]=1. The yield is 0.0600. (3) The reactants are [CH:1]([Mg]Br)=[CH2:2].[F:5][C:6]([F:16])([F:15])[C:7]1[CH:8]=[C:9]([CH:12]=[CH:13][CH:14]=1)[CH:10]=[O:11]. The catalyst is C1COCC1. The product is [F:5][C:6]([F:15])([F:16])[C:7]1[CH:8]=[C:9]([C:10]([OH:11])=[CH:1][CH3:2])[CH:12]=[CH:13][CH:14]=1. The yield is 0.870. (4) The reactants are Cl[C:2]1[N:7]=[C:6]([N:8]([CH2:21][CH3:22])[C:9]([C:11]2[CH:20]=[CH:19][C:18]3[C:13](=[CH:14][CH:15]=[CH:16][CH:17]=3)[CH:12]=2)=[O:10])[CH:5]=[CH:4][N:3]=1.[NH2:23][C@H:24]1[CH2:29][CH2:28][C@H:27]([OH:30])[CH2:26][CH2:25]1.C(O)(C(F)(F)F)=O. The catalyst is CN1CCCC1=O. The product is [CH2:21]([N:8]([C:6]1[CH:5]=[CH:4][N:3]=[C:2]([NH:23][C@H:24]2[CH2:29][CH2:28][C@H:27]([OH:30])[CH2:26][CH2:25]2)[N:7]=1)[C:9]([C:11]1[CH:20]=[CH:19][C:18]2[C:13](=[CH:14][CH:15]=[CH:16][CH:17]=2)[CH:12]=1)=[O:10])[CH3:22]. The yield is 0.370. (5) The catalyst is O. The reactants are [CH3:1][O:2][C:3]1[CH:19]=[CH:18][C:6]([CH2:7][N:8]2[C:13](=[O:14])[CH2:12][CH2:11][CH:10](C(N)=O)[CH2:9]2)=[CH:5][CH:4]=1.C(OI(OC(=O)C)C1C=CC=CC=1)(=O)C.Cl.C(#[N:38])C. The yield is 0.766. The product is [NH2:38][CH:10]1[CH2:9][N:8]([CH2:7][C:6]2[CH:18]=[CH:19][C:3]([O:2][CH3:1])=[CH:4][CH:5]=2)[C:13](=[O:14])[CH2:12][CH2:11]1. (6) The reactants are [Na].[CH:2]([O:5][C:6]1[CH:11]=[CH:10][C:9]([N:12]2[C:17](=[O:18])[C:16]([CH2:19][C:20]3[CH:25]=[CH:24][C:23]([C:26]4[CH:31]=[CH:30][CH:29]=[CH:28][C:27]=4[C:32]4[NH:36][C:35](=[O:37])[O:34][N:33]=4)=[CH:22][CH:21]=3)=[C:15]([CH2:38][CH2:39][CH3:40])[N:14]=[C:13]2[CH3:41])=[CH:8][CH:7]=1)([CH3:4])[CH3:3].[Cl-].[Ca+2].[Cl-]. The catalyst is O. The product is [CH:2]([O:5][C:6]1[CH:11]=[CH:10][C:9]([N:12]2[C:17](=[O:18])[C:16]([CH2:19][C:20]3[CH:25]=[CH:24][C:23]([C:26]4[CH:31]=[CH:30][CH:29]=[CH:28][C:27]=4[C:32]4[NH:36][C:35](=[O:37])[O:34][N:33]=4)=[CH:22][CH:21]=3)=[C:15]([CH2:38][CH2:39][CH3:40])[N:14]=[C:13]2[CH3:41])=[CH:8][CH:7]=1)([CH3:4])[CH3:3]. The yield is 0.710. (7) No catalyst specified. The reactants are [C:1]([CH:3]([CH2:9][C:10]([C:12]1[CH:17]=[CH:16][CH:15]=[CH:14][C:13]=1[F:18])=O)[C:4]([O:6][CH2:7][CH3:8])=[O:5])#[N:2].C(OCC)(=O)C.[ClH:25]. The yield is 0.530. The product is [Cl:25][C:1]1[NH:2][C:10]([C:12]2[CH:17]=[CH:16][CH:15]=[CH:14][C:13]=2[F:18])=[CH:9][C:3]=1[C:4]([O:6][CH2:7][CH3:8])=[O:5].